The task is: Predict the reactants needed to synthesize the given product.. This data is from Full USPTO retrosynthesis dataset with 1.9M reactions from patents (1976-2016). (1) Given the product [C:1]([O:5][C:6]([N:8]1[CH2:15][CH2:14][CH2:13][C@H:9]1[C:10]([N:16]1[CH2:21][CH2:20][O:19][CH2:18][CH2:17]1)=[O:12])=[O:7])([CH3:2])([CH3:3])[CH3:4], predict the reactants needed to synthesize it. The reactants are: [C:1]([O:5][C:6]([N:8]1[CH2:15][CH2:14][CH2:13][C@H:9]1[C:10]([OH:12])=O)=[O:7])([CH3:4])([CH3:3])[CH3:2].[NH:16]1[CH2:21][CH2:20][O:19][CH2:18][CH2:17]1. (2) Given the product [CH3:16][C@@H:6]1[O:5][S:1](=[O:2])[N:8]([C:9]([O:10][C:11]([CH3:12])([CH3:14])[CH3:13])=[O:15])[CH2:7]1, predict the reactants needed to synthesize it. The reactants are: [S:1](Cl)(Cl)=[O:2].[OH:5][C@@H:6]([CH3:16])[CH2:7][NH:8][C:9](=[O:15])[O:10][C:11]([CH3:14])([CH3:13])[CH3:12].N1C=CC=CC=1.C(OCC)(=O)C. (3) Given the product [OH:21][CH2:11][CH:10]([C:14]1[C:15]([CH3:20])=[CH:16][CH:17]=[C:18]([CH3:19])[C:13]=1[OH:12])[C:7]1[CH:6]=[CH:5][C:4]([CH:1]([CH3:3])[CH3:2])=[CH:9][CH:8]=1, predict the reactants needed to synthesize it. The reactants are: [CH:1]([C:4]1[CH:9]=[CH:8][C:7]([CH:10]2[C:14]3[C:15]([CH3:20])=[CH:16][CH:17]=[C:18]([CH3:19])[C:13]=3[O:12][C:11]2=[O:21])=[CH:6][CH:5]=1)([CH3:3])[CH3:2]. (4) Given the product [C:1]([NH:4][C:5]([CH2:6][CH2:7][CH:8]1[CH2:17][C:16]2[C:11](=[CH:12][CH:13]=[CH:14][CH:15]=2)[CH2:10][NH:9]1)([CH2:25][CH2:26][CH2:27][CH2:28][B:29]1[O:30][C:31]([CH3:36])([CH3:37])[C:32]([CH3:34])([CH3:35])[O:33]1)[C:38]([NH:39][C:40]([CH3:41])([CH3:42])[CH3:43])=[O:44])(=[O:3])[CH3:2], predict the reactants needed to synthesize it. The reactants are: [C:1]([NH:4][C:5]([C:38](=[O:44])[NH:39][C:40]([CH3:43])([CH3:42])[CH3:41])([CH2:25][CH2:26][CH2:27][CH2:28][B:29]1[O:33][C:32]([CH3:35])([CH3:34])[C:31]([CH3:37])([CH3:36])[O:30]1)[CH2:6][CH2:7][CH:8]1[CH2:17][C:16]2[C:11](=[CH:12][CH:13]=[CH:14][CH:15]=2)[CH2:10][N:9]1C(OC(C)(C)C)=O)(=[O:3])[CH3:2].Cl. (5) Given the product [O:16]1[CH:17]=[CH:18][CH:19]=[C:15]1[C:12]1[CH:13]=[C:4]([C:2]([OH:24])=[O:3])[C:6]2[C:11](=[CH:10][CH:9]=[CH:8][CH:7]=2)[N:1]=1, predict the reactants needed to synthesize it. The reactants are: [NH:1]1[C:11]2[C:6](=[CH:7][CH:8]=[CH:9][CH:10]=2)[C:4](=O)[C:2]1=[O:3].[C:12]([C:15]1[O:16][CH:17]=[CH:18][CH:19]=1)(=O)[CH3:13].[OH-].[K+].CC[OH:24]. (6) Given the product [Cl:1][C:2]1[C:7]([CH2:8][C:9]2[N:21]=[C:20]3[N:11]([C:12]([NH2:27])=[N:13][C:14]4[C:19]3=[CH:18][CH:17]=[C:16]3[O:22][C:23]([F:26])([F:25])[O:24][C:15]=43)[N:10]=2)=[CH:6][CH:5]=[CH:4][N:3]=1, predict the reactants needed to synthesize it. The reactants are: [Cl:1][C:2]1[C:7]([CH2:8][C:9]2[N:21]=[C:20]3[N:11]([C:12]([NH:27]CC4C=CC(OC)=CC=4OC)=[N:13][C:14]4[C:19]3=[CH:18][CH:17]=[C:16]3[O:22][C:23]([F:26])([F:25])[O:24][C:15]=43)[N:10]=2)=[CH:6][CH:5]=[CH:4][N:3]=1.FC(F)(F)C(O)=O.